From a dataset of Reaction yield outcomes from USPTO patents with 853,638 reactions. Predict the reaction yield, written as a fraction of the theoretical maximum amount of product (1.0 means a 100% yield; for example, 0.34 means a 34% yield). (1) The reactants are [Br:1][C:2]1[CH:7]=[CH:6][C:5]([Br:8])=[CH:4][C:3]=1[OH:9].[Br:10][CH2:11][CH2:12]Br. The catalyst is [OH-].[Na+]. The product is [Br:1][C:2]1[CH:7]=[CH:6][C:5]([Br:8])=[CH:4][C:3]=1[O:9][CH2:12][CH2:11][Br:10]. The yield is 0.510. (2) The reactants are [OH:1][CH:2]1[CH2:6][N:5]([C:7]([O:9][C:10]([CH3:13])([CH3:12])[CH3:11])=[O:8])[CH:4]([C:14]([O:16][CH3:17])=[O:15])[CH2:3]1.[H-].[Na+].Br[CH2:21][CH2:22][F:23]. The catalyst is CN(C=O)C. The product is [F:23][CH2:22][CH2:21][O:1][CH:2]1[CH2:6][N:5]([C:7]([O:9][C:10]([CH3:11])([CH3:12])[CH3:13])=[O:8])[CH:4]([C:14]([O:16][CH3:17])=[O:15])[CH2:3]1. The yield is 0.480. (3) The reactants are [CH2:1]([S:4](Cl)(=[O:6])=[O:5])[CH2:2][CH3:3].[CH3:8][NH:9][C:10]1[CH:29]=[CH:28][C:13]2[N:14]([CH2:21][CH:22]3[CH2:27][CH2:26][O:25][CH2:24][CH2:23]3)[C:15]([C:17]([F:20])([F:19])[F:18])=[N:16][C:12]=2[CH:11]=1.CCN(C(C)C)C(C)C. The catalyst is CN(C1C=CN=CC=1)C.C(Cl)Cl. The product is [CH3:8][N:9]([C:10]1[CH:29]=[CH:28][C:13]2[N:14]([CH2:21][CH:22]3[CH2:27][CH2:26][O:25][CH2:24][CH2:23]3)[C:15]([C:17]([F:18])([F:19])[F:20])=[N:16][C:12]=2[CH:11]=1)[S:4]([CH2:1][CH2:2][CH3:3])(=[O:6])=[O:5]. The yield is 0.470. (4) The product is [CH3:32][C:31]1[CH:33]=[CH:34][C:28]([S:25]([O:1][CH2:2][C@@H:3]2[CH2:7][CH2:6][CH2:5][N:4]2[C:8]([O:10][CH2:11][C:12]2[CH:17]=[CH:16][CH:15]=[CH:14][CH:13]=2)=[O:9])(=[O:27])=[O:26])=[CH:29][CH:30]=1. The reactants are [OH:1][CH2:2][C@@H:3]1[CH2:7][CH2:6][CH2:5][N:4]1[C:8]([O:10][CH2:11][C:12]1[CH:17]=[CH:16][CH:15]=[CH:14][CH:13]=1)=[O:9].CCN(CC)CC.[S:25](Cl)([C:28]1[CH:34]=[CH:33][C:31]([CH3:32])=[CH:30][CH:29]=1)(=[O:27])=[O:26].C(OCC)C. The catalyst is C(Cl)Cl. The yield is 0.660.